From a dataset of Forward reaction prediction with 1.9M reactions from USPTO patents (1976-2016). Predict the product of the given reaction. (1) Given the reactants [NH2:1][CH:2]1[CH:16]([C:17]2[CH:22]=[C:21]([F:23])[C:20]([F:24])=[CH:19][C:18]=2[F:25])[CH2:15][C:5]2[N:6]=[C:7]3[CH:12]=[C:11]([C:13]#[N:14])[CH:10]=[CH:9][N:8]3[C:4]=2[CH2:3]1.[C:26](O)(=[O:35])[C@@H:27]([C:29]1[CH:34]=[CH:33][CH:32]=[CH:31][CH:30]=1)[OH:28].ON1C2C=CC=CC=2N=N1.CCN(C(C)C)C(C)C.Cl.CN(C)CCCN=C=NCC, predict the reaction product. The product is: [C:13]([C:11]1[CH:10]=[CH:9][N:8]2[C:4]3[CH2:3][C@H:2]([NH:1][C:26](=[O:35])[C@H:27]([OH:28])[C:29]4[CH:34]=[CH:33][CH:32]=[CH:31][CH:30]=4)[C@@H:16]([C:17]4[CH:22]=[C:21]([F:23])[C:20]([F:24])=[CH:19][C:18]=4[F:25])[CH2:15][C:5]=3[N:6]=[C:7]2[CH:12]=1)#[N:14]. (2) Given the reactants [Cl:1][C:2]1[CH:3]=[C:4]([CH:23]=[CH:24][CH:25]=1)[CH2:5][NH:6][C:7]1[N:22]=[C:10]2[C:11]([O:20][CH3:21])=[CH:12][C:13]([C:15]([O:17]CC)=[O:16])=[CH:14][N:9]2[N:8]=1.[OH-].[Li+].O1CCCC1.Cl, predict the reaction product. The product is: [Cl:1][C:2]1[CH:3]=[C:4]([CH:23]=[CH:24][CH:25]=1)[CH2:5][NH:6][C:7]1[N:22]=[C:10]2[C:11]([O:20][CH3:21])=[CH:12][C:13]([C:15]([OH:17])=[O:16])=[CH:14][N:9]2[N:8]=1. (3) Given the reactants [F:1][C:2]([F:26])([F:25])[O:3][C:4]1[CH:9]=[CH:8][C:7]([N:10]2[CH:14]=[N:13][C:12]([C:15]3[CH:20]=[CH:19][C:18]([CH2:21][CH2:22][CH2:23][NH2:24])=[CH:17][CH:16]=3)=[N:11]2)=[CH:6][CH:5]=1.[CH3:27][O:28][C:29]1[CH:34]=[CH:33][C:32]([NH:35][C:36]([NH2:38])=[S:37])=[C:31]([CH3:39])[CH:30]=1.[C:40]([O-])(=[O:42])C.[Na+], predict the reaction product. The product is: [CH3:27][O:28][C:29]1[CH:34]=[CH:33][C:32]([NH:35][C:36]([NH:38][C:40]([NH:24][CH2:23][CH2:22][CH2:21][C:18]2[CH:19]=[CH:20][C:15]([C:12]3[N:13]=[CH:14][N:10]([C:7]4[CH:6]=[CH:5][C:4]([O:3][C:2]([F:1])([F:25])[F:26])=[CH:9][CH:8]=4)[N:11]=3)=[CH:16][CH:17]=2)=[O:42])=[S:37])=[C:31]([CH3:39])[CH:30]=1. (4) Given the reactants [Br:1][C:2]1[CH:3]=[CH:4][C:5]([NH2:9])=[N:6][C:7]=1[CH3:8].[C:10](O)([C:12](F)(F)F)=O, predict the reaction product. The product is: [Br:1][C:2]1[CH:3]=[CH:4][C:5]2[N:6]([CH:2]=[C:7]([CH2:8][C@@H:10]3[CH2:12][CH2:3][CH2:4][CH2:5][NH:6]3)[N:9]=2)[C:7]=1[CH3:8].